Dataset: Full USPTO retrosynthesis dataset with 1.9M reactions from patents (1976-2016). Task: Predict the reactants needed to synthesize the given product. (1) Given the product [CH3:32][O:31][C:28]1[CH:29]=[C:30]2[C:25](=[CH:26][C:27]=1[O:33][CH3:34])[N:24]=[CH:23][N:22]=[C:21]2[N:16]1[CH2:17][CH2:18][CH:13]([CH2:12][C:11]([NH:10][C:7]2[CH:6]=[CH:5][C:4]([CH:1]([CH3:3])[CH3:2])=[CH:9][CH:8]=2)=[O:19])[CH2:14][CH2:15]1, predict the reactants needed to synthesize it. The reactants are: [CH:1]([C:4]1[CH:9]=[CH:8][C:7]([NH:10][C:11](=[O:19])[CH2:12][CH:13]2[CH2:18][CH2:17][NH:16][CH2:15][CH2:14]2)=[CH:6][CH:5]=1)([CH3:3])[CH3:2].Cl[C:21]1[C:30]2[C:25](=[CH:26][C:27]([O:33][CH3:34])=[C:28]([O:31][CH3:32])[CH:29]=2)[N:24]=[CH:23][N:22]=1.CCN(C(C)C)C(C)C. (2) Given the product [Cl:1][C:2]1[CH:3]=[C:4]([CH:15]([NH:24][S@@:22]([C:19]([CH3:21])([CH3:20])[CH3:18])=[O:23])[CH3:16])[CH:5]=[N:6][C:7]=1[CH2:8][O:9][CH2:10][C:11]([F:14])([F:13])[F:12], predict the reactants needed to synthesize it. The reactants are: [Cl:1][C:2]1[CH:3]=[C:4]([C:15](=O)[CH3:16])[CH:5]=[N:6][C:7]=1[CH2:8][O:9][CH2:10][C:11]([F:14])([F:13])[F:12].[CH3:18][C:19]([S@:22]([NH2:24])=[O:23])([CH3:21])[CH3:20]. (3) Given the product [C:16]([C:15]1[C:14](=[O:18])[NH:25][C:23]([NH:22][CH:19]2[CH2:21][CH2:20]2)=[N:24][C:5]=1[C:4]1[CH:7]=[CH:8][CH:9]=[CH:10][C:3]=1[O:2][CH3:1])#[N:17], predict the reactants needed to synthesize it. The reactants are: [CH3:1][O:2][C:3]1[CH:10]=[CH:9][CH:8]=[CH:7][C:4]=1[CH:5]=O.C(O[C:14](=[O:18])[CH2:15][C:16]#[N:17])C.[CH:19]1([NH:22][C:23]([NH2:25])=[NH:24])[CH2:21][CH2:20]1.Cl.C(=O)([O-])[O-].[K+].[K+]. (4) The reactants are: Br[C:2]1[N:6]([CH3:7])[CH:5]=[N:4][C:3]=1[C:8]1[CH:13]=[C:12]([C:14]#[N:15])[CH:11]=[CH:10][N:9]=1.[CH3:16][O:17][C:18]1[CH:23]=[CH:22][C:21](B(O)O)=[CH:20][CH:19]=1. Given the product [CH3:16][O:17][C:18]1[CH:23]=[CH:22][C:21]([C:2]2[N:6]([CH3:7])[CH:5]=[N:4][C:3]=2[C:8]2[CH:13]=[C:12]([C:14]#[N:15])[CH:11]=[CH:10][N:9]=2)=[CH:20][CH:19]=1, predict the reactants needed to synthesize it.